Dataset: Forward reaction prediction with 1.9M reactions from USPTO patents (1976-2016). Task: Predict the product of the given reaction. Given the reactants [OH:1][C@@H:2]1[C@H:6]([OH:7])[C@@H:5]([CH2:8][OH:9])[O:4][CH:3]1[N:10]1[CH:18]=[N:17][C:16]2[C:11]1=[N:12][C:13]([N:25]1[CH:29]=[C:28]([C:30]([O:32][CH2:33][CH3:34])=[O:31])[N:27]=[N:26]1)=[N:14][C:15]=2[NH:19][CH:20]1[CH2:24][CH2:23][CH2:22][CH2:21]1.[CH3:35][NH2:36], predict the reaction product. The product is: [CH2:33]([O:32][C:30]([C:28]1[N:27]=[N:26][N:25]([C:13]2[N:12]=[C:11]3[C:16]([N:17]=[CH:18][N:10]3[CH:3]3[C@H:2]([OH:1])[C@H:6]([OH:7])[C@@H:5]([CH2:8][OH:9])[O:4]3)=[C:15]([NH:19][CH:20]3[CH2:24][CH2:23][CH2:22][CH2:21]3)[N:14]=2)[CH:29]=1)=[O:31])[CH3:34].[OH:1][C@@H:2]1[C@H:6]([OH:7])[C@@H:5]([CH2:8][OH:9])[O:4][C@H:3]1[N:10]1[CH:18]=[N:17][C:16]2[C:11]1=[N:12][C:13]([N:25]1[CH:29]=[C:28]([C:30]([NH:36][CH3:35])=[O:32])[N:27]=[N:26]1)=[N:14][C:15]=2[NH:19][CH:20]1[CH2:21][CH2:22][CH2:23][CH2:24]1.